This data is from Forward reaction prediction with 1.9M reactions from USPTO patents (1976-2016). The task is: Predict the product of the given reaction. (1) The product is: [ClH:1].[ClH:1].[CH2:3]([C:7]1[N:8]=[N:9][C:10]([O:26][CH2:27][CH2:28][C@H:29]2[CH2:34][CH2:33][CH2:32][CH2:31][N:30]2[CH3:36])=[CH:11][C:12]=1[C:13]1[CH:14]=[CH:15][C:16]([O:19][CH:20]2[CH2:25][CH2:24][CH2:23][CH2:22][CH2:21]2)=[CH:17][CH:18]=1)[CH2:4][CH2:5][CH3:6]. Given the reactants [ClH:1].Cl.[CH2:3]([C:7]1[N:8]=[N:9][C:10]([O:26][CH2:27][CH2:28][C@H:29]2[CH2:34][CH2:33][CH2:32][CH2:31][NH:30]2)=[CH:11][C:12]=1[C:13]1[CH:18]=[CH:17][C:16]([O:19][CH:20]2[CH2:25][CH2:24][CH2:23][CH2:22][CH2:21]2)=[CH:15][CH:14]=1)[CH2:4][CH2:5][CH3:6].Cl.[CH2:36](OCC)C, predict the reaction product. (2) Given the reactants [N:1]1[CH:6]=[CH:5][CH:4]=[C:3]([CH:7]2[CH2:12][CH2:11][C:10](=[O:13])[CH2:9][CH2:8]2)[CH:2]=1.[BH4-].[Na+].Cl.C([O-])(O)=O.[Na+], predict the reaction product. The product is: [N:1]1[CH:6]=[CH:5][CH:4]=[C:3]([C@@H:7]2[CH2:8][CH2:9][C@H:10]([OH:13])[CH2:11][CH2:12]2)[CH:2]=1.